Dataset: Forward reaction prediction with 1.9M reactions from USPTO patents (1976-2016). Task: Predict the product of the given reaction. (1) The product is: [O:1]=[CH:2][CH2:3][N:4]1[CH:8]=[C:7]([C:9]([C:15]2[CH:16]=[C:17]3[C:21](=[CH:22][CH:23]=2)[N:20]([C:24]2[CH:25]=[CH:26][C:27]([F:30])=[CH:28][CH:29]=2)[N:19]=[CH:18]3)([OH:14])[C:10]([F:12])([F:13])[F:11])[CH:6]=[C:5]1[C:31]#[N:32]. Given the reactants [OH:1][CH:2](CO)[CH2:3][N:4]1[CH:8]=[C:7]([C:9]([C:15]2[CH:16]=[C:17]3[C:21](=[CH:22][CH:23]=2)[N:20]([C:24]2[CH:29]=[CH:28][C:27]([F:30])=[CH:26][CH:25]=2)[N:19]=[CH:18]3)([OH:14])[C:10]([F:13])([F:12])[F:11])[CH:6]=[C:5]1[C:31]#[N:32].I([O-])(=O)(=O)=O.[Na+], predict the reaction product. (2) Given the reactants [N+:1]([C:4]1[CH:33]=[CH:32][C:7]([CH2:8][N:9]2[CH2:14][CH2:13][N:12]([CH:15]([C:17]([C:19]3[CH:28]=[CH:27][C:26]4[C:21](=[CH:22][CH:23]=[C:24]([O:30][CH3:31])[C:25]=4[Cl:29])[CH:20]=3)=[O:18])[CH3:16])[CH2:11][CH2:10]2)=[CH:6][CH:5]=1)([O-])=O.O, predict the reaction product. The product is: [ClH:29].[ClH:29].[NH2:1][C:4]1[CH:5]=[CH:6][C:7]([CH2:8][N:9]2[CH2:14][CH2:13][N:12]([CH:15]([C:17]([C:19]3[CH:28]=[CH:27][C:26]4[C:21](=[CH:22][CH:23]=[C:24]([O:30][CH3:31])[C:25]=4[Cl:29])[CH:20]=3)=[O:18])[CH3:16])[CH2:11][CH2:10]2)=[CH:32][CH:33]=1.